The task is: Regression. Given a peptide amino acid sequence and an MHC pseudo amino acid sequence, predict their binding affinity value. This is MHC class I binding data.. This data is from Peptide-MHC class I binding affinity with 185,985 pairs from IEDB/IMGT. (1) The peptide sequence is SLLERGQQLGV. The MHC is HLA-B08:01 with pseudo-sequence HLA-B08:01. The binding affinity (normalized) is 0.0847. (2) The peptide sequence is YLDNVGVHI. The MHC is HLA-B44:02 with pseudo-sequence HLA-B44:02. The binding affinity (normalized) is 0.213. (3) The peptide sequence is MEKLKALVA. The MHC is HLA-B40:02 with pseudo-sequence HLA-B40:02. The binding affinity (normalized) is 0.522. (4) The peptide sequence is YYVWMVQFF. The MHC is HLA-A24:02 with pseudo-sequence HLA-A24:02. The binding affinity (normalized) is 1.00. (5) The peptide sequence is ILHCANFNV. The MHC is HLA-A02:02 with pseudo-sequence HLA-A02:02. The binding affinity (normalized) is 0.965.